From a dataset of Forward reaction prediction with 1.9M reactions from USPTO patents (1976-2016). Predict the product of the given reaction. (1) The product is: [N:103]([CH2:75][C:76]1([CH3:91])[CH2:80][C:79]2[CH:81]=[C:82]([Cl:90])[CH:83]=[C:84]([C:85]3[CH:89]=[CH:88][S:87][CH:86]=3)[C:78]=2[O:77]1)=[N+:104]=[N-:105]. Given the reactants CC1C=CC(S(OCC2(C)CC3C=C(Cl)C=C(OS(C(F)(F)F)(=O)=O)C=3O2)(=O)=O)=CC=1.S1C=CC(B(O)O)=C1.C(=O)([O-])[O-].[K+].[K+].C(C1C=CC=CC=1B1OC(C)(C)C(C)(C)O1)(C)C.CC1C=CC(S(O[CH2:75][C:76]2([CH3:91])[CH2:80][C:79]3[CH:81]=[C:82]([Cl:90])[CH:83]=[C:84]([C:85]4[CH:89]=[CH:88][S:87][CH:86]=4)[C:78]=3[O:77]2)(=O)=O)=CC=1.S(C1C=CC(C)=CC=1)([O-])(=O)=O.[N-:103]=[N+:104]=[N-:105].[Na+], predict the reaction product. (2) Given the reactants CCN(C(C)C)C(C)C.[Cl:10][C:11]1[N:16]=[C:15](Cl)[CH:14]=[CH:13][N:12]=1.[NH2:18][C:19]1[C:24]2[O:25][CH2:26][O:27][C:23]=2[CH:22]=[C:21]([CH2:28][OH:29])[CH:20]=1, predict the reaction product. The product is: [Cl:10][C:11]1[N:16]=[C:15]([NH:18][C:19]2[C:24]3[O:25][CH2:26][O:27][C:23]=3[CH:22]=[C:21]([CH2:28][OH:29])[CH:20]=2)[CH:14]=[CH:13][N:12]=1. (3) Given the reactants C([O:3][C:4]([CH:6]1[CH:11]2[CH:7]1[CH2:8][N:9]([CH:12]1[CH2:30][CH2:29][C:14]3([C:20]4[CH:21]=[CH:22][CH:23]=[CH:24][C:19]=4[CH2:18][C:17]4[CH:25]=[CH:26][CH:27]=[CH:28][C:16]=4[CH2:15]3)[CH2:13]1)[CH2:10]2)=[O:5])C.[Li+].[OH-], predict the reaction product. The product is: [CH:28]1[C:16]2[CH2:15][C:14]3([CH2:29][CH2:30][CH:12]([N:9]4[CH2:10][CH:11]5[CH:7]([CH:6]5[C:4]([OH:5])=[O:3])[CH2:8]4)[CH2:13]3)[C:20]3[CH:21]=[CH:22][CH:23]=[CH:24][C:19]=3[CH2:18][C:17]=2[CH:25]=[CH:26][CH:27]=1. (4) Given the reactants F[C:2](F)(F)[C:3](O)=[O:4].[CH3:8][CH:9]([O:11][C:12]1[CH:19]=[CH:18][C:17]([C:20]2[O:24][N:23]=[C:22]([C:25]3[C:35]4[CH2:34][CH2:33][NH:32][CH2:31][CH2:30][C:29]=4[CH:28]=[CH:27][CH:26]=3)[N:21]=2)=[CH:16][C:13]=1[C:14]#[N:15])[CH3:10].BrCCO.C(=O)([O-])[O-].[K+].[K+], predict the reaction product. The product is: [OH:4][CH2:3][CH2:2][N:32]1[CH2:31][CH2:30][C:29]2[CH:28]=[CH:27][CH:26]=[C:25]([C:22]3[N:21]=[C:20]([C:17]4[CH:18]=[CH:19][C:12]([O:11][CH:9]([CH3:8])[CH3:10])=[C:13]([CH:16]=4)[C:14]#[N:15])[O:24][N:23]=3)[C:35]=2[CH2:34][CH2:33]1. (5) Given the reactants [NH2:1][C:2]1[CH:12]=[C:11]([F:13])[CH:10]=[CH:9][C:3]=1[C:4](OCC)=[O:5].C([O-])=O.[NH4+].[CH:18]([NH2:20])=O, predict the reaction product. The product is: [CH:10]1[C:11]([F:13])=[CH:12][C:2]2[NH:1][CH:18]=[N:20][C:4](=[O:5])[C:3]=2[CH:9]=1. (6) Given the reactants [Cl:1][C:2]1[CH:3]=[C:4]([NH:9][C:10]2[C:19]3[C:14](=[CH:15][CH:16]=[C:17]([NH:20][CH2:21][C:22](O)=[O:23])[CH:18]=3)[N:13]=[CH:12][C:11]=2[C:25]#[N:26])[CH:5]=[CH:6][C:7]=1[F:8].[Cl-].[NH4+].F[P-](F)(F)(F)(F)F.[N:36]1(O[P+](N(C)C)(N(C)C)N(C)C)C2C=CC=CC=2N=N1.C(N(C(C)C)CC)(C)C, predict the reaction product. The product is: [Cl:1][C:2]1[CH:3]=[C:4]([NH:9][C:10]2[C:19]3[C:14](=[CH:15][CH:16]=[C:17]([NH:20][CH2:21][C:22]([NH2:36])=[O:23])[CH:18]=3)[N:13]=[CH:12][C:11]=2[C:25]#[N:26])[CH:5]=[CH:6][C:7]=1[F:8]. (7) Given the reactants [C:1]([O:5][C:6]([N:8]1[CH2:13][CH2:12][CH:11]([S:14]([C:16]2[CH:21]=[CH:20][C:19](Br)=[CH:18][CH:17]=2)=[O:15])[CH2:10][CH2:9]1)=[O:7])([CH3:4])([CH3:3])[CH3:2].[CH3:23][N:24](C=O)C, predict the reaction product. The product is: [C:1]([O:5][C:6]([N:8]1[CH2:13][CH2:12][CH:11]([S:14]([C:16]2[CH:21]=[CH:20][C:19]([C:23]#[N:24])=[CH:18][CH:17]=2)=[O:15])[CH2:10][CH2:9]1)=[O:7])([CH3:4])([CH3:3])[CH3:2]. (8) The product is: [CH3:31][O:30][C:28]([C:8]1[S:7][C:6]([C:3]([CH2:4][CH3:5])([C:12]2[CH:25]=[CH:24][C:15]([O:16][CH2:17][C:18]([CH2:21][CH3:22])([OH:23])[CH2:19][CH3:20])=[C:14]([CH3:26])[CH:13]=2)[CH2:1][CH3:2])=[CH:10][C:9]=1[CH3:11])=[O:29]. Given the reactants [CH2:1]([C:3]([C:12]1[CH:25]=[CH:24][C:15]([O:16][CH2:17][C:18]([OH:23])([CH2:21][CH3:22])[CH2:19][CH3:20])=[C:14]([CH3:26])[CH:13]=1)([C:6]1[S:7][CH:8]=[C:9]([CH3:11])[CH:10]=1)[CH2:4][CH3:5])[CH3:2].Cl[C:28]([O:30][CH3:31])=[O:29], predict the reaction product. (9) Given the reactants [C:1]1([CH2:7][CH2:8][CH2:9][CH:10]([NH:20][C:21]([CH:23]2[CH2:28][CH2:27][NH:26][CH2:25][CH2:24]2)=[O:22])[CH2:11][CH2:12][CH2:13][C:14]2[CH:19]=[CH:18][CH:17]=[CH:16][CH:15]=2)[CH:6]=[CH:5][CH:4]=[CH:3][CH:2]=1.[O:29]1[CH2:31][C@@H:30]1[CH2:32][O:33][C:34]1[CH:35]=[C:36]2[C:41](=[CH:42][CH:43]=1)[N:40]=[CH:39][CH:38]=[CH:37]2, predict the reaction product. The product is: [C:1]1([CH2:7][CH2:8][CH2:9][CH:10]([NH:20][C:21]([CH:23]2[CH2:28][CH2:27][N:26]([CH2:31][C@@H:30]([OH:29])[CH2:32][O:33][C:34]3[CH:35]=[C:36]4[C:41](=[CH:42][CH:43]=3)[N:40]=[CH:39][CH:38]=[CH:37]4)[CH2:25][CH2:24]2)=[O:22])[CH2:11][CH2:12][CH2:13][C:14]2[CH:19]=[CH:18][CH:17]=[CH:16][CH:15]=2)[CH:6]=[CH:5][CH:4]=[CH:3][CH:2]=1.